From a dataset of Full USPTO retrosynthesis dataset with 1.9M reactions from patents (1976-2016). Predict the reactants needed to synthesize the given product. (1) Given the product [CH3:1][O:2][C:3]1[C:4](=[O:38])[C:5]([CH3:37])=[C:6]([CH2:12][C:13]2[CH:14]=[CH:15][C:16]([OH:33])=[C:17]([CH:32]=2)[C:18]([NH:20][C:21]2[CH:26]=[CH:25][C:24]([C:27]3[CH:31]=[CH:30][NH:29][N:28]=3)=[CH:23][CH:22]=2)=[O:19])[C:7](=[O:11])[C:8]=1[O:9][CH3:10], predict the reactants needed to synthesize it. The reactants are: [CH3:1][O:2][C:3]1[C:4](=[O:38])[C:5]([CH3:37])=[C:6]([CH2:12][C:13]2[CH:14]=[CH:15][C:16]([O:33]C(=O)C)=[C:17]([CH:32]=2)[C:18]([NH:20][C:21]2[CH:26]=[CH:25][C:24]([C:27]3[CH:31]=[CH:30][NH:29][N:28]=3)=[CH:23][CH:22]=2)=[O:19])[C:7](=[O:11])[C:8]=1[O:9][CH3:10].C(=O)([O-])O.[Na+]. (2) Given the product [NH2:1][C:2]1[C:11]2[C:6](=[C:7]([C:21]3[CH:27]=[CH:26][C:24]([NH2:25])=[CH:23][CH:22]=3)[CH:8]=[CH:9][CH:10]=2)[CH:5]=[CH:4][N:3]=1, predict the reactants needed to synthesize it. The reactants are: [NH2:1][C:2]1[C:11]2[C:6](=[C:7](Br)[CH:8]=[CH:9][CH:10]=2)[CH:5]=[CH:4][N:3]=1.CC1(C)C(C)(C)OB([C:21]2[CH:27]=[CH:26][C:24]([NH2:25])=[CH:23][CH:22]=2)O1.